Dataset: HIV replication inhibition screening data with 41,000+ compounds from the AIDS Antiviral Screen. Task: Binary Classification. Given a drug SMILES string, predict its activity (active/inactive) in a high-throughput screening assay against a specified biological target. (1) The drug is C=C1C(=O)OC2C1CC1OC2C(C)CCCC(C)=CCCC1(C)O. The result is 0 (inactive). (2) The molecule is O=S(=O)(O)c1cc2nc3c4cccc(S(=O)(=O)O)c4c(Nc4ccccc4)cc3[n+](-c3ccccc3)c2cc1Nc1ccccc1. The result is 1 (active).